From a dataset of CYP3A4 inhibition data for predicting drug metabolism from PubChem BioAssay. Regression/Classification. Given a drug SMILES string, predict its absorption, distribution, metabolism, or excretion properties. Task type varies by dataset: regression for continuous measurements (e.g., permeability, clearance, half-life) or binary classification for categorical outcomes (e.g., BBB penetration, CYP inhibition). Dataset: cyp3a4_veith. (1) The drug is Cc1ccc(C[N+](C)(C)C)o1. The result is 0 (non-inhibitor). (2) The result is 1 (inhibitor). The molecule is CCCC[C@@H]1C[C@H]1C(NS(=O)(=O)c1cccc2cccnc12)c1ccc(-c2ccccc2)cc1.